Predict the product of the given reaction. From a dataset of Forward reaction prediction with 1.9M reactions from USPTO patents (1976-2016). (1) Given the reactants Br[C:2]1[CH:23]=[CH:22][C:5]2[N:6]=[C:7]([NH:10][CH:11]3[C:19]4[C:14](=[CH:15][CH:16]=[CH:17][C:18]=4[O:20][CH3:21])[CH2:13][CH2:12]3)[O:8][CH2:9][C:4]=2[CH:3]=1.[NH2:24][C:25]1[CH:30]=[CH:29][CH:28]=[C:27]([C:31]([F:34])([F:33])[F:32])[N:26]=1, predict the reaction product. The product is: [CH3:21][O:20][C:18]1[CH:17]=[CH:16][CH:15]=[C:14]2[C:19]=1[CH:11]([NH:10][C:7]1[O:8][CH2:9][C:4]3[CH:3]=[C:2]([NH:24][C:25]4[CH:30]=[CH:29][CH:28]=[C:27]([C:31]([F:33])([F:32])[F:34])[N:26]=4)[CH:23]=[CH:22][C:5]=3[N:6]=1)[CH2:12][CH2:13]2. (2) Given the reactants Cl[C:2]1[C:11]2[C:6](=[CH:7][CH:8]=[C:9]([C:12]([N:14]3[CH2:17][CH:16]([O:18][CH3:19])[CH2:15]3)=[O:13])[CH:10]=2)[CH:5]=[N:4][CH:3]=1.[CH3:20][N:21]1[C:29]2[C:24](=[CH:25][CH:26]=[C:27](B3OC(C)(C)C(C)(C)O3)[CH:28]=2)[CH2:23][C:22]1=[O:39].CC([O-])=O.[K+].O, predict the reaction product. The product is: [CH3:19][O:18][CH:16]1[CH2:17][N:14]([C:12]([C:9]2[CH:10]=[C:11]3[C:6](=[CH:7][CH:8]=2)[CH:5]=[N:4][CH:3]=[C:2]3[C:27]2[CH:28]=[C:29]3[C:24]([CH2:23][C:22](=[O:39])[N:21]3[CH3:20])=[CH:25][CH:26]=2)=[O:13])[CH2:15]1. (3) Given the reactants [CH2:1]([C:7]1[CH:8]=[C:9]([C:25]2[CH:30]=[CH:29][CH:28]=[CH:27][CH:26]=2)[C:10]([O:19][CH2:20][C:21]([O:23]C)=[O:22])=[C:11]([C:13]2[CH:18]=[CH:17][CH:16]=[CH:15][CH:14]=2)[CH:12]=1)[CH2:2][CH2:3][CH2:4][CH2:5][CH3:6].[K+].[Br-], predict the reaction product. The product is: [CH2:1]([C:7]1[CH:12]=[C:11]([C:13]2[CH:18]=[CH:17][CH:16]=[CH:15][CH:14]=2)[C:10]([O:19][CH2:20][C:21]([OH:23])=[O:22])=[C:9]([C:25]2[CH:30]=[CH:29][CH:28]=[CH:27][CH:26]=2)[CH:8]=1)[CH2:2][CH2:3][CH2:4][CH2:5][CH3:6]. (4) Given the reactants [H-].[Na+].[CH:3](=[N:10][CH:11]([CH2:17][CH2:18][CH2:19][CH3:20])[C:12]([O:14][CH2:15][CH3:16])=[O:13])[C:4]1[CH:9]=[CH:8][CH:7]=[CH:6][CH:5]=1.[CH2:21](I)[CH2:22][CH2:23][CH3:24].[Cl-].[NH4+], predict the reaction product. The product is: [CH:3](=[N:10][C:11]([CH2:21][CH2:22][CH2:23][CH3:24])([CH2:17][CH2:18][CH2:19][CH3:20])[C:12]([O:14][CH2:15][CH3:16])=[O:13])[C:4]1[CH:9]=[CH:8][CH:7]=[CH:6][CH:5]=1. (5) The product is: [F:1][C:2]1[CH:7]=[CH:6][C:5]([N:8]2[C:12](=[O:13])[C:11]([CH3:14])([CH3:15])[N:10]([CH2:16][C:17]3[CH:34]=[CH:33][CH:32]=[CH:31][C:18]=3[C:19]([C:21]3[CH:30]=[CH:29][C:24]([C:25]([OH:27])=[O:26])=[CH:23][CH:22]=3)=[O:20])[C:9]2=[O:35])=[CH:4][C:3]=1[C:36]([F:38])([F:37])[F:39]. Given the reactants [F:1][C:2]1[CH:7]=[CH:6][C:5]([N:8]2[C:12](=[O:13])[C:11]([CH3:15])([CH3:14])[N:10]([CH2:16][C:17]3[CH:34]=[CH:33][CH:32]=[CH:31][C:18]=3[C:19]([C:21]3[CH:30]=[CH:29][C:24]([C:25]([O:27]C)=[O:26])=[CH:23][CH:22]=3)=[O:20])[C:9]2=[O:35])=[CH:4][C:3]=1[C:36]([F:39])([F:38])[F:37].C[Si](C)(C)[O-].[K+], predict the reaction product. (6) Given the reactants [CH2:1]([O:3][CH2:4][C:5]1[CH:28]=[CH:27][C:8]2[C:9]([CH2:12][CH2:13][CH:14]3[CH2:19][CH2:18][N:17]([C:20]([O:22][C:23]([CH3:26])([CH3:25])[CH3:24])=[O:21])[CH2:16][CH2:15]3)=[N:10][O:11][C:7]=2[C:6]=1[CH2:29]O)[CH3:2].[CH2:31]([N:33](CC)[CH2:34]C)C.CS(Cl)(=O)=O.CNC, predict the reaction product. The product is: [CH3:31][N:33]([CH2:29][C:6]1[C:7]2[O:11][N:10]=[C:9]([CH2:12][CH2:13][CH:14]3[CH2:15][CH2:16][N:17]([C:20]([O:22][C:23]([CH3:25])([CH3:26])[CH3:24])=[O:21])[CH2:18][CH2:19]3)[C:8]=2[CH:27]=[CH:28][C:5]=1[CH2:4][O:3][CH2:1][CH3:2])[CH3:34]. (7) Given the reactants Br[C:2]1[CH:7]=[CH:6][C:5]([O:8][CH3:9])=[CH:4][CH:3]=1.BrCCBr.[Mg].[C:15]1([C:25]#N)[C:24]2[C:19](=[CH:20][CH:21]=[CH:22][CH:23]=2)[CH:18]=[CH:17][N:16]=1.Cl.[OH-:28].[Na+], predict the reaction product. The product is: [C:15]1([C:25]([C:2]2[CH:7]=[CH:6][C:5]([O:8][CH3:9])=[CH:4][CH:3]=2)=[O:28])[C:24]2[C:19](=[CH:20][CH:21]=[CH:22][CH:23]=2)[CH:18]=[CH:17][N:16]=1. (8) Given the reactants Cl[C:2]1[N:7]=[C:6]([C:8]2[S:12][C:11]3[CH:13]=[CH:14][CH:15]=[C:16]([C:17]([NH2:19])=[O:18])[C:10]=3[CH:9]=2)[C:5]([Cl:20])=[CH:4][N:3]=1.C(OC([N:28]1[CH2:33][CH2:32][CH:31]([CH2:34][CH2:35][NH2:36])[CH2:30][CH2:29]1)=O)(C)(C)C.C(N(C(C)C)CC)(C)C.C([SiH](CC)CC)C.C(O)(C(F)(F)F)=O.[Li+].[OH-], predict the reaction product. The product is: [Cl:20][C:5]1[C:6]([C:8]2[S:12][C:11]3[CH:13]=[CH:14][CH:15]=[C:16]([C:17]([NH2:19])=[O:18])[C:10]=3[CH:9]=2)=[N:7][C:2]([NH:36][CH2:35][CH2:34][CH:31]2[CH2:32][CH2:33][NH:28][CH2:29][CH2:30]2)=[N:3][CH:4]=1.